From a dataset of Reaction yield outcomes from USPTO patents with 853,638 reactions. Predict the reaction yield, written as a fraction of the theoretical maximum amount of product (1.0 means a 100% yield; for example, 0.34 means a 34% yield). (1) The yield is 0.660. The reactants are [CH3:1][O:2][C:3]1[CH:4]=[C:5]([CH:17]=[CH:18][CH:19]=1)[CH2:6][N:7]1[C:11]2[CH:12]=[CH:13][C:14]([NH2:16])=[CH:15][C:10]=2[N:9]=[CH:8]1.[Br:20]Br.N.C(O)(C)C.C(Cl)(Cl)Cl. The catalyst is CC(O)=O. The product is [CH3:1][O:2][C:3]1[CH:4]=[C:5]([CH:17]=[CH:18][CH:19]=1)[CH2:6][N:7]1[C:11]2[CH:12]=[CH:13][C:14]([NH2:16])=[C:15]([Br:20])[C:10]=2[N:9]=[CH:8]1. (2) The reactants are C[O:2][C:3](=[O:27])/[C:4](/[C:11]1[CH:16]=[CH:15][C:14]([N:17]2[C:21]([CH3:22])=[N:20][N:19]=[N:18]2)=[C:13]([S:23]([CH3:26])(=[O:25])=[O:24])[CH:12]=1)=[CH:5]/[CH:6]1[CH2:10][CH2:9][CH2:8][CH2:7]1.[OH-].[Na+]. The catalyst is C(O)C. The product is [CH:6]1(/[CH:5]=[C:4](\[C:11]2[CH:16]=[CH:15][C:14]([N:17]3[C:21]([CH3:22])=[N:20][N:19]=[N:18]3)=[C:13]([S:23]([CH3:26])(=[O:24])=[O:25])[CH:12]=2)/[C:3]([OH:27])=[O:2])[CH2:10][CH2:9][CH2:8][CH2:7]1. The yield is 1.00. (3) The reactants are [N:1]1[C:10]2[C:5](=[CH:6][C:7]([C:11](O)([CH3:13])[CH3:12])=[CH:8][CH:9]=2)[CH:4]=[CH:3][CH:2]=1.[N-:15]=[N+:16]=[N-:17].[Na+]. No catalyst specified. The product is [N:15]([C:11]([C:7]1[CH:6]=[C:5]2[C:10](=[CH:9][CH:8]=1)[N:1]=[CH:2][CH:3]=[CH:4]2)([CH3:13])[CH3:12])=[N+:16]=[N-:17]. The yield is 0.600. (4) The reactants are [F:1][C:2]1[CH:7]=[CH:6][C:5]([CH2:8][CH2:9][CH2:10][CH2:11][C:12]([OH:14])=O)=[CH:4][CH:3]=1.[CH3:15][O:16][C:17]1[CH:25]=[CH:24][CH:23]=[CH:22][C:18]=1[CH2:19][NH:20][CH3:21]. No catalyst specified. The product is [F:1][C:2]1[CH:3]=[CH:4][C:5]([CH2:8][CH2:9][CH2:10][CH2:11][C:12]([N:20]([CH2:19][C:18]2[CH:22]=[CH:23][CH:24]=[CH:25][C:17]=2[O:16][CH3:15])[CH3:21])=[O:14])=[CH:6][CH:7]=1. The yield is 0.670.